Dataset: NCI-60 drug combinations with 297,098 pairs across 59 cell lines. Task: Regression. Given two drug SMILES strings and cell line genomic features, predict the synergy score measuring deviation from expected non-interaction effect. Drug 1: CC12CCC(CC1=CCC3C2CCC4(C3CC=C4C5=CN=CC=C5)C)O. Drug 2: CN(C)C1=NC(=NC(=N1)N(C)C)N(C)C. Cell line: HCC-2998. Synergy scores: CSS=-4.64, Synergy_ZIP=0.000915, Synergy_Bliss=-3.41, Synergy_Loewe=-15.8, Synergy_HSA=-8.76.